From a dataset of Forward reaction prediction with 1.9M reactions from USPTO patents (1976-2016). Predict the product of the given reaction. (1) Given the reactants Br[C:2]1[CH:3]=[CH:4][C:5]([NH:8][C:9](=[O:16])[CH2:10][CH2:11][C:12]([O:14][CH3:15])=[O:13])=[N:6][CH:7]=1.Br[C:18]1[CH:19]=[CH:20][C:21](N)=[N:22][CH:23]=1.N1C=CC=C([Sn](CCCC)(CCCC)CCCC)C=1, predict the reaction product. The product is: [O:16]=[C:9]([NH:8][C:5]1[CH:4]=[CH:3][C:2]([C:20]2[CH:21]=[N:22][CH:23]=[CH:18][CH:19]=2)=[CH:7][N:6]=1)[CH2:10][CH2:11][C:12]([O:14][CH3:15])=[O:13]. (2) Given the reactants [NH2:1][C:2]1[N:7]=[C:6]([N:8]2[CH2:12][CH2:11][CH:10]([NH:13][C:14](=[O:20])[O:15][C:16]([CH3:19])([CH3:18])[CH3:17])[CH2:9]2)[CH:5]=[C:4](/[CH:21]=[CH:22]/[C:23]2[CH:28]=[CH:27][CH:26]=[CH:25][CH:24]=2)[N:3]=1, predict the reaction product. The product is: [NH2:1][C:2]1[N:7]=[C:6]([N:8]2[CH2:12][CH2:11][CH:10]([NH:13][C:14](=[O:20])[O:15][C:16]([CH3:17])([CH3:19])[CH3:18])[CH2:9]2)[CH:5]=[C:4]([CH2:21][CH2:22][C:23]2[CH:24]=[CH:25][CH:26]=[CH:27][CH:28]=2)[N:3]=1. (3) Given the reactants [BH4-].[Na+].[CH2:3]([O:5][C:6]1[C:11]([C:12]#[N:13])=[CH:10][N:9]=[C:8]([O:14][C:15]2[CH:20]=[CH:19][C:18]([B:21]3[O:25]C(C)(C)[C:23](C)(C)[O:22]3)=[C:17](C=O)[CH:16]=2)[CH:7]=1)[CH3:4], predict the reaction product. The product is: [CH2:3]([O:5][C:6]1[C:11]([C:12]#[N:13])=[CH:10][N:9]=[C:8]([O:14][C:15]2[CH:16]=[CH:17][C:18]3[B:21]([OH:25])[O:22][CH2:23][C:19]=3[CH:20]=2)[CH:7]=1)[CH3:4]. (4) Given the reactants [OH:1][C:2]1[CH:7]=[CH:6][C:5]([CH2:8][C:9]([NH:12]C(=O)OCC2C=CC=CC=2)([CH3:11])[CH3:10])=[CH:4][CH:3]=1.Br[CH2:24][CH2:25][CH2:26][C:27]([O:29][CH2:30][CH3:31])=[O:28].C(=O)([O-])[O-].[K+].[K+].[I-].[K+], predict the reaction product. The product is: [NH2:12][C:9]([CH3:10])([CH3:11])[CH2:8][C:5]1[CH:4]=[CH:3][C:2]([O:1][CH2:24][CH2:25][CH2:26][C:27]([O:29][CH2:30][CH3:31])=[O:28])=[CH:7][CH:6]=1. (5) Given the reactants [O:1]([C:8]1[CH:13]=[CH:12][CH:11]=[CH:10][C:9]=1[NH:14][S:15]([C:18]1[CH:37]=[CH:36][C:21]([C:22]([NH:24][CH2:25][C:26]([N:28]2[CH2:32][CH2:31][CH2:30][C@H:29]2[C:33]([OH:35])=O)=[O:27])=[O:23])=[CH:20][CH:19]=1)(=[O:17])=[O:16])[C:2]1[CH:7]=[CH:6][CH:5]=[CH:4][CH:3]=1.[C:38]([O:42][C:43]([N:45]1[CH2:50][CH2:49][NH:48][CH2:47][CH2:46]1)=[O:44])([CH3:41])([CH3:40])[CH3:39], predict the reaction product. The product is: [C:38]([O:42][C:43]([N:45]1[CH2:50][CH2:49][N:48]([C:33]([C@@H:29]2[CH2:30][CH2:31][CH2:32][N:28]2[C:26](=[O:27])[CH2:25][NH:24][C:22](=[O:23])[C:21]2[CH:36]=[CH:37][C:18]([S:15](=[O:17])(=[O:16])[NH:14][C:9]3[CH:10]=[CH:11][CH:12]=[CH:13][C:8]=3[O:1][C:2]3[CH:7]=[CH:6][CH:5]=[CH:4][CH:3]=3)=[CH:19][CH:20]=2)=[O:35])[CH2:47][CH2:46]1)=[O:44])([CH3:41])([CH3:39])[CH3:40]. (6) Given the reactants Cl([O-])=O.[Na+].P([O-])(O)(O)=[O:6].[Na+].CC(=CC)C.[C:16]([O:20][C:21]([N:23]1[CH2:28][CH2:27][CH:26]([O:29][C:30]2[CH:35]=[CH:34][CH:33]=[CH:32][C:31]=2[CH:36]=[O:37])[CH:25]([C:38]([F:41])([F:40])[F:39])[CH2:24]1)=[O:22])([CH3:19])([CH3:18])[CH3:17], predict the reaction product. The product is: [C:16]([O:20][C:21]([N:23]1[CH2:28][CH2:27][CH:26]([O:29][C:30]2[CH:35]=[CH:34][CH:33]=[CH:32][C:31]=2[C:36]([OH:6])=[O:37])[CH:25]([C:38]([F:41])([F:39])[F:40])[CH2:24]1)=[O:22])([CH3:19])([CH3:17])[CH3:18].